Dataset: Full USPTO retrosynthesis dataset with 1.9M reactions from patents (1976-2016). Task: Predict the reactants needed to synthesize the given product. (1) Given the product [C:61](=[O:77])([O:7][CH:6]([CH2:23][C:20]1[CH:19]=[CH:18][C:17]([P:14]([CH3:13])([CH3:16])=[O:15])=[CH:22][CH:21]=1)[C:27]1[CH:32]=[CH:31][C:30]([C:33]([NH:35][C:36]2[CH:37]=[C:38]([C:50]3[CH:55]=[CH:54][CH:53]=[CH:52][CH:51]=3)[CH:39]=[CH:40][C:41]=2[NH2:42])=[O:34])=[CH:29][CH:28]=1)[NH2:58], predict the reactants needed to synthesize it. The reactants are: C1N=CN([C:6](N2C=NC=C2)=[O:7])C=1.[CH3:13][P:14]([C:17]1[CH:22]=[CH:21][C:20]([CH2:23]O)=[CH:19][CH:18]=1)([CH3:16])=[O:15].NC[C:27]1[CH:32]=[CH:31][C:30]([C:33]([NH:35][C:36]2[CH:37]=[C:38]([C:50]3[CH:55]=[CH:54][CH:53]=[CH:52][CH:51]=3)[CH:39]=[CH:40][C:41]=2[NH:42]C(=O)OC(C)(C)C)=[O:34])=[CH:29][CH:28]=1.CC[N:58]([CH2:61]C)CC.C1CCN2C(=NCCC2)CC1.C1C[O:77]CC1. (2) Given the product [CH3:17][S:18]([C:21]1[CH:22]=[C:23]2[C:27](=[CH:28][CH:29]=1)[N:26]([NH:30][C:14]([C:11]1[CH:10]=[N:9][C:8]([C:4]3[CH:5]=[CH:6][CH:7]=[C:2]([F:1])[CH:3]=3)=[N:13][CH:12]=1)=[O:15])[CH:25]=[CH:24]2)(=[O:20])=[O:19], predict the reactants needed to synthesize it. The reactants are: [F:1][C:2]1[CH:3]=[C:4]([C:8]2[N:13]=[CH:12][C:11]([C:14](Cl)=[O:15])=[CH:10][N:9]=2)[CH:5]=[CH:6][CH:7]=1.[CH3:17][S:18]([C:21]1[CH:22]=[C:23]2[C:27](=[CH:28][CH:29]=1)[N:26]([NH2:30])[CH:25]=[CH:24]2)(=[O:20])=[O:19].C([O-])([O-])=O.[K+].[K+]. (3) Given the product [Br:18][C:19]1[CH:24]=[CH:23][C:22]([O:25][CH:6]2[CH2:5][CH2:4][N:3]([C:8](=[O:10])[CH2:11][C:12]3[CH:17]=[CH:16][CH:15]=[CH:14][CH:13]=3)[CH2:2][CH:1]2[OH:7])=[CH:21][CH:20]=1.[Br:18][CH2:19][C:24]1[CH:23]=[CH:11][C:12]2[C:13](=[CH:14][CH:15]=[CH:16][CH:17]=2)[CH:26]=1, predict the reactants needed to synthesize it. The reactants are: [CH:1]12[O:7][CH:6]1[CH2:5][CH2:4][N:3]([C:8]([O:10][CH2:11][C:12]1[CH:17]=[CH:16][CH:15]=[CH:14][CH:13]=1)=O)[CH2:2]2.[Br:18][C:19]1[CH:24]=[CH:23][C:22]([OH:25])=[CH:21][CH:20]=1.[CH2:26](Cl)Cl.